Dataset: Forward reaction prediction with 1.9M reactions from USPTO patents (1976-2016). Task: Predict the product of the given reaction. (1) Given the reactants CS(C)=O.[OH:5][C:6]1[CH:7]=[CH:8][C:9]([C:12]([OH:14])=O)=[N:10][CH:11]=1.C1N=CN(C(N2C=NC=C2)=O)C=1.O[NH:28][C:29](=[NH:33])[CH:30]([CH3:32])[CH3:31], predict the reaction product. The product is: [CH:30]([C:29]1[N:33]=[C:12]([C:9]2[N:10]=[CH:11][C:6]([OH:5])=[CH:7][CH:8]=2)[O:14][N:28]=1)([CH3:32])[CH3:31]. (2) Given the reactants [OH:1][C:2]1[C:6]2[CH:7]=[N:8][CH:9]=[CH:10][C:5]=2[O:4][C:3]=1[C:11]([O:13][CH2:14][CH3:15])=[O:12].[F:16][C:17]([F:36])([F:35])[S:18](N([S:18]([C:17]([F:36])([F:35])[F:16])(=[O:20])=[O:19])C1C=CC=CC=1)(=[O:20])=[O:19].C(N(CC)C(C)C)(C)C, predict the reaction product. The product is: [F:16][C:17]([F:36])([F:35])[S:18]([O:1][C:2]1[C:6]2[CH:7]=[N:8][CH:9]=[CH:10][C:5]=2[O:4][C:3]=1[C:11]([O:13][CH2:14][CH3:15])=[O:12])(=[O:20])=[O:19]. (3) Given the reactants [CH:1]([C:5]1[CH:10]=[CH:9][C:8]([S:11]([NH:14][C:15]2[CH:19]=[CH:18][S:17][C:16]=2[C:20]([O:22]C)=[O:21])(=[O:13])=[O:12])=[CH:7][CH:6]=1)([CH2:3][CH3:4])[CH3:2].[OH-].[Na+].Cl, predict the reaction product. The product is: [CH:1]([C:5]1[CH:10]=[CH:9][C:8]([S:11]([NH:14][C:15]2[CH:19]=[CH:18][S:17][C:16]=2[C:20]([OH:22])=[O:21])(=[O:12])=[O:13])=[CH:7][CH:6]=1)([CH2:3][CH3:4])[CH3:2].